Dataset: Full USPTO retrosynthesis dataset with 1.9M reactions from patents (1976-2016). Task: Predict the reactants needed to synthesize the given product. The reactants are: [Cl:1][C:2]1[CH:3]=[CH:4][C:5]([NH:8][C:9](=[O:29])[C:10]2[CH:15]=[C:14](I)[CH:13]=[CH:12][C:11]=2[NH:17][C:18]([CH:20]2[CH2:25][CH2:24][N:23]([CH:26]([CH3:28])[CH3:27])[CH2:22][CH2:21]2)=[O:19])=[N:6][CH:7]=1.[CH3:30][N:31](C)C=O. Given the product [Cl:1][C:2]1[CH:3]=[CH:4][C:5]([NH:8][C:9](=[O:29])[C:10]2[CH:15]=[C:14]([C:30]#[N:31])[CH:13]=[CH:12][C:11]=2[NH:17][C:18]([CH:20]2[CH2:25][CH2:24][N:23]([CH:26]([CH3:28])[CH3:27])[CH2:22][CH2:21]2)=[O:19])=[N:6][CH:7]=1, predict the reactants needed to synthesize it.